From a dataset of Catalyst prediction with 721,799 reactions and 888 catalyst types from USPTO. Predict which catalyst facilitates the given reaction. (1) Reactant: [C:1]([C:5]1[CH:6]=[C:7]([CH:11]=[C:12]([I:15])[C:13]=1[OH:14])[C:8]([OH:10])=[O:9])([CH3:4])([CH3:3])[CH3:2].S(=O)(=O)(O)O.[CH3:21]O. The catalyst class is: 1. Product: [C:1]([C:5]1[CH:6]=[C:7]([CH:11]=[C:12]([I:15])[C:13]=1[OH:14])[C:8]([O:10][CH3:21])=[O:9])([CH3:4])([CH3:2])[CH3:3]. (2) Reactant: [C:1]([CH2:3][C:4]1([N:27]2[CH:31]=[C:30]([C:32]3[C:33]4[CH:40]=[CH:39][N:38](COCC[Si](C)(C)C)[C:34]=4[N:35]=[CH:36][N:37]=3)[CH:29]=[N:28]2)[CH2:7][N:6]([CH:8]2[CH2:13][CH2:12][N:11]([CH2:14][C:15]3[C:16]([F:26])=[C:17]([C:20]([N:23]([CH3:25])[CH3:24])=[CH:21][CH:22]=3)[C:18]#[N:19])[CH2:10][CH2:9]2)[CH2:5]1)#[N:2].FC(F)(F)C(O)=O. Product: [C:1]([CH2:3][C:4]1([N:27]2[CH:31]=[C:30]([C:32]3[C:33]4[CH:40]=[CH:39][NH:38][C:34]=4[N:35]=[CH:36][N:37]=3)[CH:29]=[N:28]2)[CH2:7][N:6]([CH:8]2[CH2:13][CH2:12][N:11]([CH2:14][C:15]3[C:16]([F:26])=[C:17]([C:20]([N:23]([CH3:25])[CH3:24])=[CH:21][CH:22]=3)[C:18]#[N:19])[CH2:10][CH2:9]2)[CH2:5]1)#[N:2]. The catalyst class is: 2.